Dataset: NCI-60 drug combinations with 297,098 pairs across 59 cell lines. Task: Regression. Given two drug SMILES strings and cell line genomic features, predict the synergy score measuring deviation from expected non-interaction effect. (1) Drug 1: CNC(=O)C1=NC=CC(=C1)OC2=CC=C(C=C2)NC(=O)NC3=CC(=C(C=C3)Cl)C(F)(F)F. Drug 2: C1=CC=C(C(=C1)C(C2=CC=C(C=C2)Cl)C(Cl)Cl)Cl. Cell line: DU-145. Synergy scores: CSS=10.6, Synergy_ZIP=-0.245, Synergy_Bliss=6.54, Synergy_Loewe=6.36, Synergy_HSA=5.17. (2) Drug 1: CC(CN1CC(=O)NC(=O)C1)N2CC(=O)NC(=O)C2. Drug 2: C1CC(C1)(C(=O)O)C(=O)O.[NH2-].[NH2-].[Pt+2]. Cell line: COLO 205. Synergy scores: CSS=61.0, Synergy_ZIP=0.566, Synergy_Bliss=4.03, Synergy_Loewe=-1.83, Synergy_HSA=6.12. (3) Drug 1: C1=NNC2=C1C(=O)NC=N2. Drug 2: N.N.Cl[Pt+2]Cl. Cell line: HL-60(TB). Synergy scores: CSS=59.7, Synergy_ZIP=6.13, Synergy_Bliss=6.36, Synergy_Loewe=-18.8, Synergy_HSA=2.28. (4) Drug 1: CCC(=C(C1=CC=CC=C1)C2=CC=C(C=C2)OCCN(C)C)C3=CC=CC=C3.C(C(=O)O)C(CC(=O)O)(C(=O)O)O. Drug 2: CC1=C2C(C(=O)C3(C(CC4C(C3C(C(C2(C)C)(CC1OC(=O)C(C(C5=CC=CC=C5)NC(=O)OC(C)(C)C)O)O)OC(=O)C6=CC=CC=C6)(CO4)OC(=O)C)O)C)O. Cell line: OVCAR-4. Synergy scores: CSS=37.0, Synergy_ZIP=26.6, Synergy_Bliss=26.7, Synergy_Loewe=19.8, Synergy_HSA=20.1. (5) Drug 1: CC(C1=C(C=CC(=C1Cl)F)Cl)OC2=C(N=CC(=C2)C3=CN(N=C3)C4CCNCC4)N. Drug 2: CN1CCC(CC1)COC2=C(C=C3C(=C2)N=CN=C3NC4=C(C=C(C=C4)Br)F)OC. Cell line: COLO 205. Synergy scores: CSS=-10.8, Synergy_ZIP=0.140, Synergy_Bliss=-5.67, Synergy_Loewe=-15.4, Synergy_HSA=-14.1. (6) Drug 1: CC1=CC=C(C=C1)C2=CC(=NN2C3=CC=C(C=C3)S(=O)(=O)N)C(F)(F)F. Cell line: CCRF-CEM. Synergy scores: CSS=78.1, Synergy_ZIP=4.56, Synergy_Bliss=3.03, Synergy_Loewe=-9.11, Synergy_HSA=5.79. Drug 2: C1=CN(C(=O)N=C1N)C2C(C(C(O2)CO)O)O.Cl. (7) Drug 1: C(=O)(N)NO. Drug 2: COC1=NC(=NC2=C1N=CN2C3C(C(C(O3)CO)O)O)N. Cell line: RPMI-8226. Synergy scores: CSS=9.35, Synergy_ZIP=-2.62, Synergy_Bliss=1.21, Synergy_Loewe=-4.17, Synergy_HSA=-0.934. (8) Drug 1: C1=CN(C(=O)N=C1N)C2C(C(C(O2)CO)O)O.Cl. Drug 2: CC(C)(C#N)C1=CC(=CC(=C1)CN2C=NC=N2)C(C)(C)C#N. Cell line: SK-MEL-5. Synergy scores: CSS=19.4, Synergy_ZIP=-4.62, Synergy_Bliss=3.30, Synergy_Loewe=-0.0444, Synergy_HSA=1.18.